From a dataset of Peptide-MHC class I binding affinity with 185,985 pairs from IEDB/IMGT. Regression. Given a peptide amino acid sequence and an MHC pseudo amino acid sequence, predict their binding affinity value. This is MHC class I binding data. (1) The peptide sequence is YPMSIPATL. The MHC is HLA-B35:01 with pseudo-sequence HLA-B35:01. The binding affinity (normalized) is 0.929. (2) The binding affinity (normalized) is 0.0847. The MHC is HLA-A29:02 with pseudo-sequence HLA-A29:02. The peptide sequence is EAEKQLQQY. (3) The peptide sequence is AEALKGMPIR. The MHC is HLA-A30:01 with pseudo-sequence HLA-A30:01. The binding affinity (normalized) is 0.340. (4) The peptide sequence is RIGQPGGGN. The MHC is Mamu-A2201 with pseudo-sequence Mamu-A2201. The binding affinity (normalized) is 0.